This data is from Peptide-MHC class II binding affinity with 134,281 pairs from IEDB. The task is: Regression. Given a peptide amino acid sequence and an MHC pseudo amino acid sequence, predict their binding affinity value. This is MHC class II binding data. The peptide sequence is GTSGSPIVNRNGEVI. The MHC is DRB1_1101 with pseudo-sequence DRB1_1101. The binding affinity (normalized) is 0.154.